Dataset: Reaction yield outcomes from USPTO patents with 853,638 reactions. Task: Predict the reaction yield, written as a fraction of the theoretical maximum amount of product (1.0 means a 100% yield; for example, 0.34 means a 34% yield). (1) The reactants are [Br:1][C:2]1[CH:7]=[CH:6][C:5]([NH:8][C:9]2[C:10]([CH:25]=[O:26])=[CH:11][C:12]3[N:16]([CH2:17][CH2:18][S:19]([CH3:22])(=[O:21])=[O:20])[CH:15]=[N:14][C:13]=3[C:23]=2[F:24])=[C:4]([Cl:27])[CH:3]=1.C([O-])([O-])=O.[K+].[K+].S([CH2:44][N+:45]#[C-:46])(C1C=CC(C)=CC=1)(=O)=O. The catalyst is CO. The product is [Br:1][C:2]1[CH:7]=[CH:6][C:5]([NH:8][C:9]2[C:10]([C:25]3[O:26][CH:46]=[N:45][CH:44]=3)=[CH:11][C:12]3[NH:16][CH:15]=[N:14][C:13]=3[C:23]=2[F:24])=[C:4]([Cl:27])[CH:3]=1.[Br:1][C:2]1[CH:7]=[CH:6][C:5]([NH:8][C:9]2[C:10]([C:25]3[O:26][CH:46]=[N:45][CH:44]=3)=[CH:11][C:12]3[N:16]([CH2:17][CH2:18][S:19]([CH3:22])(=[O:21])=[O:20])[CH:15]=[N:14][C:13]=3[C:23]=2[F:24])=[C:4]([Cl:27])[CH:3]=1. The yield is 0.180. (2) The reactants are [B:1]([O:10][CH:11]([CH3:13])[CH3:12])([O:6][CH:7]([CH3:9])[CH3:8])OC(C)C.[Br:14][CH2:15]Br.C([Li])CCC.CS(O)(=O)=O.OC(C(O)(C)C)(C)C. The catalyst is O1CCCC1. The product is [Br:14][CH2:15][B:1]1[O:6][C:7]([CH3:8])([CH3:9])[C:11]([CH3:12])([CH3:13])[O:10]1. The yield is 0.680. (3) The reactants are Br[C:2]1[C:14]2[C:13]3[C:8](=[CH:9][C:10]([C:15]([OH:18])([CH3:17])[CH3:16])=[CH:11][CH:12]=3)[NH:7][C:6]=2[C:5]([C:19]([NH2:21])=[O:20])=[CH:4][C:3]=1[Cl:22].[F:23][C:24]1[CH:25]=[CH:26][CH:27]=[C:28]2[C:33]=1[N:32]([CH3:34])[C:31](=[O:35])[N:30]([C:36]1[CH:41]=[CH:40][CH:39]=[C:38](B3OC(C)(C)C(C)(C)O3)[C:37]=1[CH3:51])[C:29]2=[O:52].[O-]P([O-])([O-])=O.[K+].[K+].[K+]. The catalyst is C1COCC1.C1C=CC([P]([Pd]([P](C2C=CC=CC=2)(C2C=CC=CC=2)C2C=CC=CC=2)([P](C2C=CC=CC=2)(C2C=CC=CC=2)C2C=CC=CC=2)[P](C2C=CC=CC=2)(C2C=CC=CC=2)C2C=CC=CC=2)(C2C=CC=CC=2)C2C=CC=CC=2)=CC=1. The product is [Cl:22][C:3]1[CH:4]=[C:5]([C:19]([NH2:21])=[O:20])[C:6]2[NH:7][C:8]3[C:13]([C:14]=2[C:2]=1[C:38]1[CH:39]=[CH:40][CH:41]=[C:36]([N:30]2[C:29](=[O:52])[C:28]4[C:33](=[C:24]([F:23])[CH:25]=[CH:26][CH:27]=4)[N:32]([CH3:34])[C:31]2=[O:35])[C:37]=1[CH3:51])=[CH:12][CH:11]=[C:10]([C:15]([OH:18])([CH3:17])[CH3:16])[CH:9]=3. The yield is 0.680. (4) The reactants are [C:1]([NH2:6])(=[O:5])[CH:2]([CH3:4])[CH3:3].[CH2:7]([N:9]([CH2:18][CH3:19])[C:10]1[CH:17]=[CH:16][C:13]([CH:14]=O)=[CH:12][CH:11]=1)[CH3:8]. No catalyst specified. The product is [CH2:7]([N:9]([CH2:18][CH3:19])[C:10]1[CH:17]=[CH:16][C:13]([CH:14]([NH:6][C:1](=[O:5])[CH:2]([CH3:4])[CH3:3])[NH:6][C:1](=[O:5])[CH:2]([CH3:4])[CH3:3])=[CH:12][CH:11]=1)[CH3:8]. The yield is 0.800. (5) The reactants are [O:1]1[CH2:6][CH2:5][N:4]([C:7]2[CH:8]=[C:9]([OH:16])[CH:10]=[CH:11][C:12]=2[N+:13]([O-])=O)[CH2:3][CH2:2]1.[H][H]. The catalyst is [OH-].[Pd+2].[OH-].[C].CN(C)C=O. The product is [NH2:13][C:12]1[CH:11]=[CH:10][C:9]([OH:16])=[CH:8][C:7]=1[N:4]1[CH2:3][CH2:2][O:1][CH2:6][CH2:5]1. The yield is 0.850. (6) The reactants are C(=O)([O-])[O-].[K+].[K+].[I:7][C:8]1[CH:13]=[CH:12][C:11]([OH:14])=[CH:10][CH:9]=1.CS(O[CH:20]([CH3:42])[CH2:21][O:22][C:23]([C:36]1[CH:41]=[CH:40][CH:39]=[CH:38][CH:37]=1)([C:30]1[CH:35]=[CH:34][CH:33]=[CH:32][CH:31]=1)[C:24]1[CH:29]=[CH:28][CH:27]=[CH:26][CH:25]=1)(=O)=O. The catalyst is CN(C)C=O.O. The product is [I:7][C:8]1[CH:13]=[CH:12][C:11]([O:14][CH:20]([CH3:42])[CH2:21][O:22][C:23]([C:30]2[CH:35]=[CH:34][CH:33]=[CH:32][CH:31]=2)([C:24]2[CH:25]=[CH:26][CH:27]=[CH:28][CH:29]=2)[C:36]2[CH:41]=[CH:40][CH:39]=[CH:38][CH:37]=2)=[CH:10][CH:9]=1. The yield is 0.460. (7) The reactants are [C:1](Cl)(=[O:4])[CH2:2][CH3:3].Cl.[CH3:7][O:8][C:9]1[CH:14]=[CH:13][C:12]([C:15]2[N:16]=[CH:17][N:18]([C:20]([N:22]([CH3:29])[CH:23]3[CH2:28][CH2:27][NH:26][CH2:25][CH2:24]3)=[O:21])[CH:19]=2)=[CH:11][C:10]=1[CH3:30].CCN(C(C)C)C(C)C.O. The catalyst is C(Cl)Cl. The product is [CH3:7][O:8][C:9]1[CH:14]=[CH:13][C:12]([C:15]2[N:16]=[CH:17][N:18]([C:20]([N:22]([CH3:29])[CH:23]3[CH2:28][CH2:27][N:26]([C:1](=[O:4])[CH2:2][CH3:3])[CH2:25][CH2:24]3)=[O:21])[CH:19]=2)=[CH:11][C:10]=1[CH3:30]. The yield is 0.450.